Dataset: Peptide-MHC class II binding affinity with 134,281 pairs from IEDB. Task: Regression. Given a peptide amino acid sequence and an MHC pseudo amino acid sequence, predict their binding affinity value. This is MHC class II binding data. (1) The MHC is DRB1_1201 with pseudo-sequence DRB1_1201. The binding affinity (normalized) is 0.581. The peptide sequence is GELQIVLKIDAAFKI. (2) The peptide sequence is MFAAFVISGKSTDMWIER. The MHC is DRB1_0301 with pseudo-sequence DRB1_0301. The binding affinity (normalized) is 0.177. (3) The peptide sequence is RQANFLGKIWPSSKGR. The MHC is DRB1_0401 with pseudo-sequence DRB1_0401. The binding affinity (normalized) is 0.436. (4) The peptide sequence is GVAQGGVFHTMWHVT. The MHC is DRB1_0801 with pseudo-sequence DRB1_0801. The binding affinity (normalized) is 0.469. (5) The peptide sequence is MGSLEMVPMGAGPPSPGGDP. The MHC is DRB1_0301 with pseudo-sequence DRB1_0301. The binding affinity (normalized) is 0. (6) The peptide sequence is VLTRLEAWLTEHGCN. The MHC is DRB1_0901 with pseudo-sequence DRB1_0901. The binding affinity (normalized) is 0.387. (7) The peptide sequence is ATAPEVKYTVFETAL. The MHC is HLA-DPA10301-DPB10402 with pseudo-sequence HLA-DPA10301-DPB10402. The binding affinity (normalized) is 0.797.